This data is from Peptide-MHC class I binding affinity with 185,985 pairs from IEDB/IMGT. The task is: Regression. Given a peptide amino acid sequence and an MHC pseudo amino acid sequence, predict their binding affinity value. This is MHC class I binding data. (1) The peptide sequence is AIIDYIAYM. The MHC is HLA-A29:02 with pseudo-sequence HLA-A29:02. The binding affinity (normalized) is 0.770. (2) The peptide sequence is MVFQNYALY. The MHC is HLA-B07:02 with pseudo-sequence HLA-B07:02. The binding affinity (normalized) is 0.0847. (3) The MHC is HLA-B58:01 with pseudo-sequence HLA-B58:01. The binding affinity (normalized) is 0.0847. The peptide sequence is RPRLHSISF. (4) The peptide sequence is ETESATLFT. The MHC is HLA-A25:01 with pseudo-sequence HLA-A25:01. The binding affinity (normalized) is 0.0847. (5) The peptide sequence is RVRQAWDTL. The binding affinity (normalized) is 0.380. The MHC is HLA-A02:01 with pseudo-sequence HLA-A02:01. (6) The peptide sequence is TTADHMHML. The MHC is HLA-B15:09 with pseudo-sequence HLA-B15:09. The binding affinity (normalized) is 0.0847. (7) The binding affinity (normalized) is 0. The peptide sequence is VMATEEPTT. The MHC is HLA-A02:01 with pseudo-sequence HLA-A02:01. (8) The peptide sequence is ASSSNYNTY. The MHC is HLA-B57:01 with pseudo-sequence HLA-B57:01. The binding affinity (normalized) is 0.277.